Dataset: NCI-60 drug combinations with 297,098 pairs across 59 cell lines. Task: Regression. Given two drug SMILES strings and cell line genomic features, predict the synergy score measuring deviation from expected non-interaction effect. (1) Drug 1: C1CC(=O)NC(=O)C1N2CC3=C(C2=O)C=CC=C3N. Drug 2: CN1C2=C(C=C(C=C2)N(CCCl)CCCl)N=C1CCCC(=O)O.Cl. Cell line: ACHN. Synergy scores: CSS=1.96, Synergy_ZIP=3.45, Synergy_Bliss=-0.953, Synergy_Loewe=-10.5, Synergy_HSA=-0.897. (2) Drug 1: CC1=C2C(C(=O)C3(C(CC4C(C3C(C(C2(C)C)(CC1OC(=O)C(C(C5=CC=CC=C5)NC(=O)OC(C)(C)C)O)O)OC(=O)C6=CC=CC=C6)(CO4)OC(=O)C)OC)C)OC. Drug 2: CCC1(CC2CC(C3=C(CCN(C2)C1)C4=CC=CC=C4N3)(C5=C(C=C6C(=C5)C78CCN9C7C(C=CC9)(C(C(C8N6C)(C(=O)OC)O)OC(=O)C)CC)OC)C(=O)OC)O.OS(=O)(=O)O. Cell line: 786-0. Synergy scores: CSS=61.6, Synergy_ZIP=1.62, Synergy_Bliss=0.202, Synergy_Loewe=-3.01, Synergy_HSA=3.83. (3) Drug 1: C1C(C(OC1N2C=C(C(=O)NC2=O)F)CO)O. Drug 2: C1CC(C1)(C(=O)O)C(=O)O.[NH2-].[NH2-].[Pt+2]. Cell line: HOP-92. Synergy scores: CSS=21.0, Synergy_ZIP=-9.85, Synergy_Bliss=-5.14, Synergy_Loewe=0.422, Synergy_HSA=1.13. (4) Drug 1: C1=CN(C(=O)N=C1N)C2C(C(C(O2)CO)O)O.Cl. Drug 2: B(C(CC(C)C)NC(=O)C(CC1=CC=CC=C1)NC(=O)C2=NC=CN=C2)(O)O. Cell line: PC-3. Synergy scores: CSS=48.2, Synergy_ZIP=-5.81, Synergy_Bliss=-7.39, Synergy_Loewe=-17.0, Synergy_HSA=-2.18. (5) Drug 1: CN1CCC(CC1)COC2=C(C=C3C(=C2)N=CN=C3NC4=C(C=C(C=C4)Br)F)OC. Drug 2: CN(C)C1=NC(=NC(=N1)N(C)C)N(C)C. Cell line: MDA-MB-231. Synergy scores: CSS=1.11, Synergy_ZIP=-1.54, Synergy_Bliss=-5.43, Synergy_Loewe=-16.5, Synergy_HSA=-8.84. (6) Drug 1: CC1=C2C(C(=O)C3(C(CC4C(C3C(C(C2(C)C)(CC1OC(=O)C(C(C5=CC=CC=C5)NC(=O)OC(C)(C)C)O)O)OC(=O)C6=CC=CC=C6)(CO4)OC(=O)C)OC)C)OC. Drug 2: CC(CN1CC(=O)NC(=O)C1)N2CC(=O)NC(=O)C2. Cell line: SW-620. Synergy scores: CSS=45.9, Synergy_ZIP=-13.6, Synergy_Bliss=-12.2, Synergy_Loewe=-9.68, Synergy_HSA=-6.66. (7) Drug 1: C1=CN(C=N1)CC(O)(P(=O)(O)O)P(=O)(O)O. Drug 2: C1CN(CCN1C(=O)CCBr)C(=O)CCBr. Cell line: TK-10. Synergy scores: CSS=8.86, Synergy_ZIP=-1.56, Synergy_Bliss=1.12, Synergy_Loewe=0.845, Synergy_HSA=0.947. (8) Drug 1: CC1C(C(CC(O1)OC2CC(CC3=C2C(=C4C(=C3O)C(=O)C5=C(C4=O)C(=CC=C5)OC)O)(C(=O)C)O)N)O.Cl. Drug 2: C1CNP(=O)(OC1)N(CCCl)CCCl. Cell line: K-562. Synergy scores: CSS=13.2, Synergy_ZIP=-0.0238, Synergy_Bliss=-1.19, Synergy_Loewe=-24.7, Synergy_HSA=-1.57. (9) Cell line: SF-295. Synergy scores: CSS=3.07, Synergy_ZIP=-3.89, Synergy_Bliss=-4.93, Synergy_Loewe=-2.64, Synergy_HSA=-2.63. Drug 1: C1CC(=O)NC(=O)C1N2CC3=C(C2=O)C=CC=C3N. Drug 2: C1=CN(C=N1)CC(O)(P(=O)(O)O)P(=O)(O)O. (10) Cell line: NCI-H460. Synergy scores: CSS=6.94, Synergy_ZIP=1.53, Synergy_Bliss=5.75, Synergy_Loewe=-3.64, Synergy_HSA=4.13. Drug 2: C1CNP(=O)(OC1)N(CCCl)CCCl. Drug 1: CCC1=C2CN3C(=CC4=C(C3=O)COC(=O)C4(CC)O)C2=NC5=C1C=C(C=C5)O.